This data is from Forward reaction prediction with 1.9M reactions from USPTO patents (1976-2016). The task is: Predict the product of the given reaction. (1) The product is: [C:1]([O:5][C:6]([N:8]1[CH:17]([CH:18]([OH:36])[CH:19]([O:21][C:22](=[O:35])[CH:23]([NH:27][C:28]([O:30][C:31]([CH3:34])([CH3:33])[CH3:32])=[O:29])[CH:24]([CH3:26])[CH3:25])[CH3:20])[CH2:16][NH:15][C:14]2[NH:13][C:12]([NH2:37])=[N:11][C:10](=[O:42])[C:9]1=2)=[O:7])([CH3:4])([CH3:2])[CH3:3]. Given the reactants [C:1]([O:5][C:6]([N:8]1[CH:17]([CH:18]([OH:36])[CH:19]([O:21][C:22](=[O:35])[CH:23]([NH:27][C:28]([O:30][C:31]([CH3:34])([CH3:33])[CH3:32])=[O:29])[CH:24]([CH3:26])[CH3:25])[CH3:20])[CH2:16][NH:15][C:14]2[NH:13][C:12]([N:37]=CN(C)C)=[N:11][C:10](=[O:42])[C:9]1=2)=[O:7])([CH3:4])([CH3:3])[CH3:2].Cl.C(=O)(O)[O-].[Na+], predict the reaction product. (2) Given the reactants [CH3:1][O:2][C:3]1[CH:9]=[CH:8][C:6]([O-:7])=[CH:5][CH:4]=1.[Li+], predict the reaction product. The product is: [CH3:1][O:2][C:3]1[CH:9]=[CH:8][C:6]([O:7][CH:3]([CH2:9][CH2:8][CH3:6])[CH:4]=[CH2:5])=[CH:5][CH:4]=1. (3) Given the reactants [NH2:1][C:2]1[NH:6][N:5]=[C:4]([NH:7][C:8]2[CH:13]=[CH:12][C:11]([N:14]3[CH2:19][CH2:18][CH:17]([N:20]4[CH2:25][CH2:24][CH:23]([CH3:26])[CH2:22][CH2:21]4)[CH2:16][CH2:15]3)=[CH:10][CH:9]=2)[C:3]=1[C:27]([NH2:29])=[O:28].[CH3:30][C:31]1[CH:32]=[C:33]([CH:36]=[C:37]([CH3:40])[C:38]=1[OH:39])[CH:34]=O.[BH4-].[Na+].O, predict the reaction product. The product is: [OH:39][C:38]1[C:37]([CH3:40])=[CH:36][C:33]([CH2:34][NH:1][C:2]2[NH:6][N:5]=[C:4]([NH:7][C:8]3[CH:13]=[CH:12][C:11]([N:14]4[CH2:19][CH2:18][CH:17]([N:20]5[CH2:25][CH2:24][CH:23]([CH3:26])[CH2:22][CH2:21]5)[CH2:16][CH2:15]4)=[CH:10][CH:9]=3)[C:3]=2[C:27]([NH2:29])=[O:28])=[CH:32][C:31]=1[CH3:30]. (4) Given the reactants CN(C(ON1N=NC2C=CC=NC1=2)=[N+](C)C)C.F[P-](F)(F)(F)(F)F.[F:25][C:26]1[CH:27]=[C:28]([NH:37][C:38]([C@@H:40]2[NH:49][CH2:48][CH2:47][C:46]3[N:45]=[C:44]([O:50][CH3:51])[CH:43]=[CH:42][C:41]2=3)=[O:39])[CH:29]=[C:30]([F:36])[C:31]=1[Si:32]([CH3:35])([CH3:34])[CH3:33].[CH2:52]([O:59][C:60](=[O:68])[CH2:61][C@@H:62]1[CH2:64][C@H:63]1[C:65]([OH:67])=[O:66])[C:53]1[CH:58]=[CH:57][CH:56]=[CH:55][CH:54]=1.CCN(C(C)C)C(C)C, predict the reaction product. The product is: [F:36][C:30]1[CH:29]=[C:28]([NH:37][C:38]([C@@H:40]2[N:49]([C:65]([C@H:63]3[CH2:64][C@@H:62]3[CH2:61][C:60]([O:59][CH2:52][C:53]3[CH:54]=[CH:55][CH:56]=[CH:57][CH:58]=3)=[O:68])=[O:66])[CH2:48][CH2:47][C:46]3[N:45]=[C:44]([O:50][CH3:51])[CH:43]=[CH:42][C:41]2=3)=[O:39])[CH:27]=[C:26]([F:25])[C:31]=1[Si:32]([CH3:35])([CH3:34])[CH3:33].[F:36][C:30]1[CH:29]=[C:28]([NH:37][C:38]([C@@H:40]2[N:49]([C:65]([C@@H:63]3[CH2:64][C@H:62]3[CH2:61][C:60]([O:59][CH2:52][C:53]3[CH:54]=[CH:55][CH:56]=[CH:57][CH:58]=3)=[O:68])=[O:67])[CH2:48][CH2:47][C:46]3[N:45]=[C:44]([O:50][CH3:51])[CH:43]=[CH:42][C:41]2=3)=[O:39])[CH:27]=[C:26]([F:25])[C:31]=1[Si:32]([CH3:35])([CH3:34])[CH3:33]. (5) Given the reactants [C:1]([O:8][CH3:9])(=[O:7])[CH2:2][CH2:3][CH2:4][CH:5]=[CH2:6].C12BC(CCC1)CCC2.O1CCCC1.Br[C:25]1[CH:30]=[CH:29][CH:28]=[CH:27][C:26]=1[C@H:31]([O:33][CH2:34][C@H:35]1[CH2:37][O:36]1)[CH3:32].P([O-])([O-])([O-])=O.[K+].[K+].[K+], predict the reaction product. The product is: [O:36]1[CH2:37][C@@H:35]1[CH2:34][O:33][C@@H:31]([C:26]1[CH:27]=[CH:28][CH:29]=[CH:30][C:25]=1[CH2:6][CH2:5][CH2:4][CH2:3][CH2:2][C:1]([O:8][CH3:9])=[O:7])[CH3:32].